Dataset: Full USPTO retrosynthesis dataset with 1.9M reactions from patents (1976-2016). Task: Predict the reactants needed to synthesize the given product. (1) Given the product [Cl:1][C:2]1[C:7]([CH:6]=[C:5]([NH:10][C:11]2[C:20]3[C:15](=[CH:16][C:17]([O:23][CH2:24][CH:25]4[CH2:30][CH2:29][CH2:28][CH2:27][O:26]4)=[C:18]([O:21][CH3:22])[CH:19]=3)[N:14]=[CH:13][N:12]=2)[C:4](=[O:31])[CH:3]=1)=[O:8], predict the reactants needed to synthesize it. The reactants are: [Cl:1][C:2]1[C:7]([O:8]C)=[CH:6][C:5]([NH:10][C:11]2[C:20]3[C:15](=[CH:16][C:17]([O:23][CH2:24][CH:25]4[CH2:30][CH2:29][CH2:28][CH2:27][O:26]4)=[C:18]([O:21][CH3:22])[CH:19]=3)[N:14]=[CH:13][N:12]=2)=[C:4]([O:31]C)[CH:3]=1.O=[N+]([O-])[O-].[O-][N+](=O)[O-].[O-][N+](=O)[O-].[O-][N+](=O)[O-].[O-][N+](=O)[O-].[O-][N+](=O)[O-].[Ce+4].[NH4+].[NH4+]. (2) Given the product [Br:19][C:5]1[S:1][C:2]([C:6]2[CH:11]=[C:10]([C:12]([N:14]3[CH2:15][CH2:16][CH2:17][CH2:18]3)=[O:13])[CH:9]=[CH:8][N:7]=2)=[CH:3][CH:4]=1, predict the reactants needed to synthesize it. The reactants are: [S:1]1[CH:5]=[CH:4][CH:3]=[C:2]1[C:6]1[CH:11]=[C:10]([C:12]([N:14]2[CH2:18][CH2:17][CH2:16][CH2:15]2)=[O:13])[CH:9]=[CH:8][N:7]=1.[Br:19]N1C(=O)CCC1=O.